Dataset: Full USPTO retrosynthesis dataset with 1.9M reactions from patents (1976-2016). Task: Predict the reactants needed to synthesize the given product. (1) Given the product [F:56][C:55]1[C:50]([O:18][C:17](=[O:19])[C:16]2[CH:20]=[CH:21][CH:22]=[C:14]([NH:13][C:12]([N:11]([C:8]3[CH:7]=[CH:6][C:5]([C:1]([CH3:4])([CH3:2])[CH3:3])=[CH:10][CH:9]=3)[CH2:24][C:25]3[CH:30]=[CH:29][C:28]([C:31](=[O:38])[NH:32][C:33]4[N:34]=[N:35][NH:36][N:37]=4)=[CH:27][CH:26]=3)=[O:23])[CH:15]=2)=[C:51]([F:60])[C:52]([F:59])=[C:53]([F:58])[C:54]=1[F:57], predict the reactants needed to synthesize it. The reactants are: [C:1]([C:5]1[CH:10]=[CH:9][C:8]([N:11]([CH2:24][C:25]2[CH:30]=[CH:29][C:28]([C:31](=[O:38])[NH:32][C:33]3[N:34]=[N:35][NH:36][N:37]=3)=[CH:27][CH:26]=2)[C:12](=[O:23])[NH:13][C:14]2[CH:15]=[C:16]([CH:20]=[CH:21][CH:22]=2)[C:17]([OH:19])=[O:18])=[CH:7][CH:6]=1)([CH3:4])([CH3:3])[CH3:2].N1C=CC=CC=1.FC(F)(F)C(O[C:50]1[C:55]([F:56])=[C:54]([F:57])[C:53]([F:58])=[C:52]([F:59])[C:51]=1[F:60])=O. (2) The reactants are: [OH:1][C:2]1[CH:7]=[CH:6][C:5](NCC(O)=O)=[CH:4][CH:3]=1.[OH2:13].[H][H].[Cl:16][C:17]1[S:21][C:20]([S:22](Cl)(=[O:24])=[O:23])=[CH:19][CH:18]=1.[CH3:26][CH2:27][N:28](CC)CC. Given the product [Cl:16][C:17]1[S:21][C:20]([S:22]([NH:28][C@@H:27]([CH:5]2[CH2:4][CH2:3][CH:2]([OH:1])[CH2:7][CH2:6]2)[CH2:26][OH:13])(=[O:24])=[O:23])=[CH:19][CH:18]=1, predict the reactants needed to synthesize it. (3) Given the product [C:11]([C:8]1[N:6]2[N:7]=[C:2]([C:21]3[CH:22]=[CH:23][N:18]([CH2:17][CH2:16][CH:15]([CH3:14])[CH3:28])[C:19](=[O:27])[CH:20]=3)[CH:3]=[CH:4][C:5]2=[N:10][CH:9]=1)(=[O:13])[CH3:12], predict the reactants needed to synthesize it. The reactants are: Cl[C:2]1[CH:3]=[CH:4][C:5]2[N:6]([C:8]([C:11](=[O:13])[CH3:12])=[CH:9][N:10]=2)[N:7]=1.[CH3:14][CH:15]([CH3:28])[CH2:16][CH2:17][N:18]1[CH:23]=[CH:22][C:21](B(O)O)=[CH:20][C:19]1=[O:27].C([O-])([O-])=O.[K+].[K+]. (4) Given the product [Br:10][C:8]1[CH:7]=[CH:6][C:5]2[O:11][CH:12]=[C:1]([CH3:2])[C:4]=2[CH:9]=1, predict the reactants needed to synthesize it. The reactants are: [C:1]([C:4]1[CH:9]=[C:8]([Br:10])[CH:7]=[CH:6][C:5]=1[O:11][CH2:12]C(O)=O)(=O)[CH3:2].C([O-])(=O)C.[Na+].C(OC(=O)C)(=O)C. (5) Given the product [CH3:36][O:35][C:29]1[N:28]=[C:27]([C:24]2[O:23][C:22]([C:9](=[O:8])[CH2:10][CH2:11][CH2:12][CH2:13][CH2:14][CH2:15][C:16]3[CH:17]=[CH:18][CH:19]=[CH:20][CH:21]=3)=[N:26][CH:25]=2)[CH:32]=[C:31]([O:33][CH3:34])[N:30]=1, predict the reactants needed to synthesize it. The reactants are: [Si]([O:8][CH:9]([C:22]1[O:23][C:24]([C:27]2[CH:32]=[C:31]([O:33][CH3:34])[N:30]=[C:29]([O:35][CH3:36])[N:28]=2)=[CH:25][N:26]=1)[CH2:10][CH2:11][CH2:12][CH2:13][CH2:14][CH2:15][C:16]1[CH:21]=[CH:20][CH:19]=[CH:18][CH:17]=1)(C(C)(C)C)(C)C.[Si](OC(C1OC([Sn](CCCC)(CCCC)CCCC)=CN=1)CCCCCCC1C=CC=CC=1)(C(C)(C)C)(C)C.ClC1N=C(OC)N=C(OC)C=1. (6) Given the product [NH2:14][CH:11]1[CH2:12][CH2:13][N:8]([C:6]2[S:5][N:4]=[C:3]([N:2]([CH3:22])[CH3:1])[N:7]=2)[CH2:9][CH2:10]1, predict the reactants needed to synthesize it. The reactants are: [CH3:1][N:2]([CH3:22])[C:3]1[N:7]=[C:6]([N:8]2[CH2:13][CH2:12][CH:11]([NH:14]C(=O)OC(C)(C)C)[CH2:10][CH2:9]2)[S:5][N:4]=1.C(O)(C(F)(F)F)=O.